Predict the reaction yield, written as a fraction of the theoretical maximum amount of product (1.0 means a 100% yield; for example, 0.34 means a 34% yield). From a dataset of Reaction yield outcomes from USPTO patents with 853,638 reactions. The reactants are [Cl:1][C:2]1[CH:7]=[CH:6][C:5]([S:8]([C:11]2[S:22][C:14]3=[N:15][CH:16]=[C:17]([N+:19]([O-])=O)[CH:18]=[C:13]3[C:12]=2[C:23]2[CH:28]=[CH:27][C:26]([Cl:29])=[CH:25][CH:24]=2)(=[O:10])=[O:9])=[CH:4][CH:3]=1.C([O-])(O)=O.[Na+].ClCCl. The catalyst is C(OCC)(=O)C. The product is [Cl:1][C:2]1[CH:3]=[CH:4][C:5]([S:8]([C:11]2[S:22][C:14]3=[N:15][CH:16]=[C:17]([NH2:19])[CH:18]=[C:13]3[C:12]=2[C:23]2[CH:28]=[CH:27][C:26]([Cl:29])=[CH:25][CH:24]=2)(=[O:10])=[O:9])=[CH:6][CH:7]=1. The yield is 0.550.